Dataset: Full USPTO retrosynthesis dataset with 1.9M reactions from patents (1976-2016). Task: Predict the reactants needed to synthesize the given product. (1) The reactants are: CCN=C=NCCCN(C)C.C1C=CC2N(O)N=NC=2C=1.[CH3:22][S:23]([C:26]1[CH:31]=[CH:30][C:29]([CH:32]([CH2:36][CH:37]2[CH2:42][CH2:41][O:40][CH2:39][CH2:38]2)[C:33]([OH:35])=O)=[CH:28][CH:27]=1)(=[O:25])=[O:24].[S:43]1[CH:47]=[CH:46][N:45]=[C:44]1[NH2:48]. Given the product [CH3:22][S:23]([C:26]1[CH:27]=[CH:28][C:29]([CH:32]([CH2:36][CH:37]2[CH2:42][CH2:41][O:40][CH2:39][CH2:38]2)[C:33]([NH:48][C:44]2[S:43][CH:47]=[CH:46][N:45]=2)=[O:35])=[CH:30][CH:31]=1)(=[O:24])=[O:25], predict the reactants needed to synthesize it. (2) Given the product [NH:21]1[C:29]2[C:24](=[CH:25][C:26]([CH2:30][N:1]3[CH:2]([C:11]4[C:12]([O:19][CH3:20])=[CH:13][CH:14]=[CH:15][C:16]=4[O:17][CH3:18])[CH2:3][CH:4]([CH3:10])[C:5]3=[O:7])=[CH:27][CH:28]=2)[CH:23]=[CH:22]1, predict the reactants needed to synthesize it. The reactants are: [NH2:1][CH:2]([C:11]1[C:16]([O:17][CH3:18])=[CH:15][CH:14]=[CH:13][C:12]=1[O:19][CH3:20])[CH2:3][CH:4]([CH3:10])[C:5]([O:7]CC)=O.[NH:21]1[C:29]2[C:24](=[CH:25][C:26]([CH:30]=O)=[CH:27][CH:28]=2)[CH:23]=[CH:22]1. (3) Given the product [CH:1]1([S:4]([C:7]2[CH:8]=[CH:9][C:10]([CH:13]([CH2:18][CH:19]3[CH2:24][CH2:23][O:22][CH2:21][CH2:20]3)[C:14](=[O:17])[CH2:15][CH2:16][C:42]([C:39]3[CH:38]=[CH:37][C:36]([CH:28]([O:29][CH:30]4[CH2:35][CH2:34][CH2:33][CH2:32][O:31]4)[CH2:27][O:26][CH3:25])=[CH:41][N:40]=3)=[O:43])=[CH:11][CH:12]=2)(=[O:6])=[O:5])[CH2:3][CH2:2]1, predict the reactants needed to synthesize it. The reactants are: [CH:1]1([S:4]([C:7]2[CH:12]=[CH:11][C:10]([CH:13]([CH2:18][CH:19]3[CH2:24][CH2:23][O:22][CH2:21][CH2:20]3)[C:14](=[O:17])[CH:15]=[CH2:16])=[CH:9][CH:8]=2)(=[O:6])=[O:5])[CH2:3][CH2:2]1.[CH3:25][O:26][CH2:27][CH:28]([C:36]1[CH:37]=[CH:38][C:39]([CH:42]=[O:43])=[N:40][CH:41]=1)[O:29][CH:30]1[CH2:35][CH2:34][CH2:33][CH2:32][O:31]1.C(N(CC)CC)C.O1CCCC1. (4) Given the product [CH3:3][O:4][C:5]1[C:10]([N+:11]([O-:13])=[O:12])=[CH:9][CH:8]=[C:7]([C:14]2[CH:18]=[N:17][N:16]([CH3:19])[N:15]=2)[N:6]=1, predict the reactants needed to synthesize it. The reactants are: IC.[CH3:3][O:4][C:5]1[C:10]([N+:11]([O-:13])=[O:12])=[CH:9][CH:8]=[C:7]([C:14]2[CH:18]=[N:17][NH:16][N:15]=2)[N:6]=1.[C:19](=O)([O-])[O-].[K+].[K+]. (5) Given the product [CH2:20]([O:1][C:2]1[CH:9]=[CH:8][C:7]([C:10]([CH3:13])([CH3:12])[CH3:11])=[CH:6][C:3]=1[CH:4]=[O:5])[C:21]1[CH:26]=[CH:25][CH:24]=[CH:23][CH:22]=1, predict the reactants needed to synthesize it. The reactants are: [OH:1][C:2]1[CH:9]=[CH:8][C:7]([C:10]([CH3:13])([CH3:12])[CH3:11])=[CH:6][C:3]=1[CH:4]=[O:5].C([O-])([O-])=O.[K+].[K+].[CH2:20](Cl)[C:21]1[CH:26]=[CH:25][CH:24]=[CH:23][CH:22]=1.CC(OC)(C)C. (6) Given the product [C:15]([NH:19][C:20](=[O:24])[C:21]([NH:6][C:5]1[CH:7]=[CH:8][C:9]([C:10]2[O:14][CH:13]=[N:12][CH:11]=2)=[C:3]([O:2][CH3:1])[CH:4]=1)=[O:22])([CH3:18])([CH3:17])[CH3:16], predict the reactants needed to synthesize it. The reactants are: [CH3:1][O:2][C:3]1[CH:4]=[C:5]([CH:7]=[CH:8][C:9]=1[C:10]1[O:14][CH:13]=[N:12][CH:11]=1)[NH2:6].[C:15]([NH:19][C:20](=[O:24])[C:21](O)=[O:22])([CH3:18])([CH3:17])[CH3:16].Cl.CN(C)CCCN=C=NCC.ON1C2N=CC=CC=2N=N1. (7) Given the product [F:1][C:2]1[CH:27]=[C:26]([F:28])[CH:25]=[CH:24][C:3]=1[O:4][C:5]1[CH:11]=[CH:10][C:8]([NH:9][S:31]([CH2:29][CH3:30])(=[O:33])=[O:32])=[CH:7][C:6]=1[C:12]1[C:20]2[C:15](=[C:16]([O:21][CH3:22])[N:17]=[CH:18][CH:19]=2)[N:14]([CH3:23])[CH:13]=1, predict the reactants needed to synthesize it. The reactants are: [F:1][C:2]1[CH:27]=[C:26]([F:28])[CH:25]=[CH:24][C:3]=1[O:4][C:5]1[CH:11]=[CH:10][C:8]([NH2:9])=[CH:7][C:6]=1[C:12]1[C:20]2[C:15](=[C:16]([O:21][CH3:22])[N:17]=[CH:18][CH:19]=2)[N:14]([CH3:23])[CH:13]=1.[CH2:29]([S:31](Cl)(=[O:33])=[O:32])[CH3:30].C(N(CC)CC)C.[OH-].[Na+].